This data is from Catalyst prediction with 721,799 reactions and 888 catalyst types from USPTO. The task is: Predict which catalyst facilitates the given reaction. (1) Reactant: [Cl:1][C:2]1[CH:3]=[CH:4][C:5]2[O:9][CH:8]([CH2:10][N:11]3[CH2:16][CH2:15][N:14]([CH2:17][CH2:18]Cl)[CH2:13][CH2:12]3)[CH2:7][C:6]=2[CH:20]=1.C(=O)([O-])[O-:22].[K+].[K+].[N+:27]([C:30]1[CH:35]=[CH:34][C:33]([NH:36][C:37]2[CH:42]=[CH:41][C:40]([OH:43])=[CH:39][CH:38]=2)=[CH:32][C:31]=1[C:44]([F:47])([F:46])[F:45])([O-:29])=[O:28]. Product: [Cl:1][C:2]1[CH:3]=[CH:4][C:5]2[O:9][CH:8]([CH2:10][N:11]3[CH2:16][CH2:15][N:14]([C:17](=[O:22])[CH2:18][O:43][C:40]4[CH:39]=[CH:38][C:37]([NH:36][C:33]5[CH:34]=[CH:35][C:30]([N+:27]([O-:29])=[O:28])=[C:31]([C:44]([F:45])([F:46])[F:47])[CH:32]=5)=[CH:42][CH:41]=4)[CH2:13][CH2:12]3)[CH2:7][C:6]=2[CH:20]=1. The catalyst class is: 10. (2) Reactant: [Cl:1][C:2]1[CH:22]=[CH:21][C:5]([CH2:6][NH:7][C:8]2[C:17]([N+:18]([O-])=O)=[CH:16][CH:15]=[CH:14][C:9]=2[C:10]([O:12][CH3:13])=[O:11])=[CH:4][CH:3]=1.C(O)(=O)C.C(OCC)(=O)C. Product: [NH2:18][C:17]1[C:8]([NH:7][CH2:6][C:5]2[CH:4]=[CH:3][C:2]([Cl:1])=[CH:22][CH:21]=2)=[C:9]([CH:14]=[CH:15][CH:16]=1)[C:10]([O:12][CH3:13])=[O:11]. The catalyst class is: 186. (3) Reactant: [CH3:1][C@@H:2]1[NH:7][CH2:6][CH2:5][N:4]([S:8]([C:11]2[CH:16]=[CH:15][C:14]([C:17]([F:20])([F:19])[F:18])=[CH:13][CH:12]=2)(=[O:10])=[O:9])[CH2:3]1.C1C=CC2N(O)N=NC=2C=1.O.CN(C(ON1N=NC2C=CC=CC1=2)=[N+](C)C)C.F[P-](F)(F)(F)(F)F.[CH3:56][O:57][C:58]1[N:63]=[CH:62][C:61]([C:64](O)=[O:65])=[CH:60][CH:59]=1.CCN(C(C)C)C(C)C. Product: [CH3:1][C@H:2]1[CH2:3][N:4]([S:8]([C:11]2[CH:12]=[CH:13][C:14]([C:17]([F:20])([F:18])[F:19])=[CH:15][CH:16]=2)(=[O:9])=[O:10])[CH2:5][CH2:6][N:7]1[C:64]([C:61]1[CH:62]=[N:63][C:58]([O:57][CH3:56])=[CH:59][CH:60]=1)=[O:65]. The catalyst class is: 3. (4) Reactant: C([O:3][C:4]([C:6]1[N:7]=[N:8][C:9]([Cl:20])=[CH:10][C:11]=1[NH:12][C:13]1[CH:18]=[CH:17][CH:16]=[C:15]([CH3:19])[N:14]=1)=O)C.[NH3:21]. Product: [Cl:20][C:9]1[N:8]=[N:7][C:6]([C:4]([NH2:21])=[O:3])=[C:11]([NH:12][C:13]2[CH:18]=[CH:17][CH:16]=[C:15]([CH3:19])[N:14]=2)[CH:10]=1. The catalyst class is: 5. (5) Reactant: CC(C1NC(=O)C(CCSC)NC(=O)C(NC(C(NC(C(NC(C(NC(C(N)CC(O)=O)=O)C(O)C)=O)CCSC)=O)CCCNC(N)=N)=O)CSSCC(C(N[CH:90]([C:101](NC(C(NC(C(O)=O)C(C)C)=O)CCC(O)=O)=O)[CH2:91][C:92]2[C:100]3[C:95](=[CH:96][CH:97]=[CH:98][CH:99]=3)N[CH:93]=2)=O)NC(=O)C2N(CCC2)C(=O)C(CCCNC(N)=N)NC(=O)C(CC2C=CC(O)=CC=2)NC(=O)C(C(C)C)NC(=O)C(CCCNC(N)=N)NC(=O)CNC1=O)C.[ClH:145].[NH2:146][CH2:147][CH2:148][C:149]([O:151][CH3:152])=[O:150].CCN(C(C)C)[CH:156]([CH3:158])[CH3:157].F[P-](F)(F)(F)(F)F.N1(O[P+](N(C)C)(N(C)C)N(C)C)[C:173]2[CH:174]=[CH:175][CH:176]=[CH:177][C:172]=2N=N1.CCO[C:192](C)=[O:193]. Product: [Cl:145][C:97]1[CH:98]=[CH:99][C:100]([CH:92]([CH2:91][CH:90]=[CH2:101])[CH:93]([C:176]2[CH:177]=[CH:172][C:173]([C:192]([NH:146][CH2:147][CH2:148][C:149]([O:151][CH3:152])=[O:150])=[O:193])=[CH:174][CH:175]=2)[CH2:157][CH2:156][CH3:158])=[CH:95][CH:96]=1. The catalyst class is: 3. (6) Reactant: [OH-].[K+].[CH3:3]C1C=CC(S(N(N=O)C)(=O)=O)=CC=1.C(O)CO.CCOCC.[NH:26]1[C:30]2[CH:31]=[C:32]([N:35]3[CH:39]([C:40]4[CH:45]=[CH:44][CH:43]=[C:42]([F:46])[C:41]=4[F:47])[C:38]([CH2:48][CH2:49][CH3:50])=[C:37]([OH:51])[C:36]3=[O:52])[CH:33]=[CH:34][C:29]=2[N:28]=[CH:27]1. Product: [NH:26]1[C:30]2[CH:31]=[C:32]([N:35]3[CH:39]([C:40]4[CH:45]=[CH:44][CH:43]=[C:42]([F:46])[C:41]=4[F:47])[C:38]([CH2:48][CH2:49][CH3:50])=[C:37]([O:51][CH3:3])[C:36]3=[O:52])[CH:33]=[CH:34][C:29]=2[N:28]=[CH:27]1. The catalyst class is: 5. (7) Reactant: Cl.Cl.Cl.[O:4]1[C:8]2=[C:9]([N:13]3[CH2:18][CH2:17][N:16]([CH2:19][CH2:20][C@H:21]4[CH2:26][CH2:25][C@H:24]([NH2:27])[CH2:23][CH2:22]4)[CH2:15][CH2:14]3)[N:10]=[CH:11][CH:12]=[C:7]2[CH2:6][CH2:5]1.C(N(CC)C(C)C)(C)C.[C:37](O)(=[O:39])[CH3:38].CN(C(ON1N=NC2C=CC=CC1=2)=[N+](C)C)C.[B-](F)(F)(F)F.[OH-].[Na+]. Product: [O:4]1[C:8]2=[C:9]([N:13]3[CH2:18][CH2:17][N:16]([CH2:19][CH2:20][C@H:21]4[CH2:26][CH2:25][C@H:24]([NH:27][C:37](=[O:39])[CH3:38])[CH2:23][CH2:22]4)[CH2:15][CH2:14]3)[N:10]=[CH:11][CH:12]=[C:7]2[CH2:6][CH2:5]1. The catalyst class is: 3.